The task is: Predict the reactants needed to synthesize the given product.. This data is from Full USPTO retrosynthesis dataset with 1.9M reactions from patents (1976-2016). (1) The reactants are: Br[C:2]1[CH:7]=[CH:6][C:5]([C:8]2[CH:13]=[CH:12][C:11]([O:14][CH3:15])=[CH:10][CH:9]=2)=[CH:4][C:3]=1[F:16].O.NN.[CH2:20]([C:23]1[CH:28]=[CH:27][C:26](B(O)O)=[CH:25][CH:24]=1)[CH2:21][CH3:22]. Given the product [F:16][C:3]1[CH:4]=[C:5]([C:8]2[CH:13]=[CH:12][C:11]([O:14][CH3:15])=[CH:10][CH:9]=2)[CH:6]=[CH:7][C:2]=1[C:26]1[CH:27]=[CH:28][C:23]([CH2:20][CH2:21][CH3:22])=[CH:24][CH:25]=1, predict the reactants needed to synthesize it. (2) The reactants are: [Br:1][C:2]1[CH:3]=[C:4]([CH2:9][C:10]([OH:12])=[O:11])[CH:5]=[C:6]([OH:8])[CH:7]=1.[C:13]1([S:19]([C:22]2[CH:27]=[CH:26][C:25](F)=[C:24]([F:29])[CH:23]=2)(=[O:21])=[O:20])[CH:18]=[CH:17][CH:16]=[CH:15][CH:14]=1. Given the product [Br:1][C:2]1[CH:3]=[C:4]([CH2:9][C:10]([OH:12])=[O:11])[CH:5]=[C:6]([O:8][C:25]2[CH:26]=[CH:27][C:22]([S:19]([C:13]3[CH:18]=[CH:17][CH:16]=[CH:15][CH:14]=3)(=[O:21])=[O:20])=[CH:23][C:24]=2[F:29])[CH:7]=1, predict the reactants needed to synthesize it. (3) Given the product [C:1]1([CH2:7][O:8][C:9]2[C:19]3[O:18][CH2:17][CH2:16][N:15]([C:21]([O:23][C:24]([CH3:27])([CH3:26])[CH3:25])=[O:20])[CH2:14][C:13]=3[CH:12]=[CH:11][CH:10]=2)[CH:6]=[CH:5][CH:4]=[CH:3][CH:2]=1, predict the reactants needed to synthesize it. The reactants are: [C:1]1([CH2:7][O:8][C:9]2[C:19]3[O:18][CH2:17][CH2:16][NH:15][CH2:14][C:13]=3[CH:12]=[CH:11][CH:10]=2)[CH:6]=[CH:5][CH:4]=[CH:3][CH:2]=1.[O:20](C(OC(C)(C)C)=O)[C:21]([O:23][C:24]([CH3:27])([CH3:26])[CH3:25])=O. (4) The reactants are: [N:1]12[CH2:8][CH2:7][CH:4]([CH2:5][CH2:6]1)[C@@H:3]([O:9][C:10]1[CH:15]=[CH:14][C:13]([S:16][C:17]3[CH:22]=[CH:21][C:20]([OH:23])=[CH:19][CH:18]=3)=[CH:12][CH:11]=1)[CH2:2]2.CO.[C:26]([OH:33])(=[O:32])/[CH:27]=[CH:28]/[C:29]([OH:31])=[O:30]. Given the product [C:26]([OH:33])(=[O:32])/[CH:27]=[CH:28]/[C:29]([OH:31])=[O:30].[N:1]12[CH2:8][CH2:7][CH:4]([CH2:5][CH2:6]1)[C@@H:3]([O:9][C:10]1[CH:11]=[CH:12][C:13]([S:16][C:17]3[CH:22]=[CH:21][C:20]([OH:23])=[CH:19][CH:18]=3)=[CH:14][CH:15]=1)[CH2:2]2, predict the reactants needed to synthesize it. (5) Given the product [CH3:29][O:27][C:26]([C@@H:18]1[C@@H:19]2[C@@H:20]([O:21][C:22]([CH3:24])([CH3:25])[O:23]2)[C@H:16]([N:11]2[CH:10]=[N:9][C:8]3[C:12]2=[N:13][CH:14]=[N:15][C:7]=3[NH:6][CH:1]2[CH2:2][CH2:3][CH2:4][CH2:5]2)[O:17]1)=[O:28], predict the reactants needed to synthesize it. The reactants are: [CH:1]1([NH:6][C:7]2[N:15]=[CH:14][N:13]=[C:12]3[C:8]=2[N:9]=[CH:10][N:11]3[C@H:16]2[C@@H:20]3[O:21][C:22]([CH3:25])([CH3:24])[O:23][C@@H:19]3[C@@H:18]([C:26]([OH:28])=[O:27])[O:17]2)[CH2:5][CH2:4][CH2:3][CH2:2]1.[CH2:29](OC1C=CC2C(=CC=CC=2)N1C(OCC)=O)C. (6) Given the product [NH2:1][C:2]1[N:6]([CH3:7])[C:5](=[O:8])[C:4]([C:18]2[CH:23]=[CH:22][CH:21]=[C:20]([Br:24])[CH:19]=2)([C:9]2[CH:13]=[C:12]([C:14](=[O:17])[CH2:15][CH3:16])[N:11]([CH2:32][CH2:33][CH3:34])[CH:10]=2)[N:3]=1, predict the reactants needed to synthesize it. The reactants are: [NH2:1][C:2]1[N:6]([CH3:7])[C:5](=[O:8])[C:4]([C:18]2[CH:23]=[CH:22][CH:21]=[C:20]([Br:24])[CH:19]=2)([C:9]2[CH:13]=[C:12]([C:14](=[O:17])[CH2:15][CH3:16])[NH:11][CH:10]=2)[N:3]=1.C([O-])([O-])=O.[Cs+].[Cs+].I[CH2:32][CH2:33][CH3:34]. (7) Given the product [OH:10][C:11]1[C:12]([C:21]([NH:23][N:24]=[CH:1][C:2]2[CH:8]=[CH:7][CH:6]=[CH:5][C:3]=2[OH:4])=[O:22])=[CH:13][C:14]2[C:19]([CH:20]=1)=[CH:18][CH:17]=[CH:16][CH:15]=2, predict the reactants needed to synthesize it. The reactants are: [CH:1](=O)[C:2]1[C:3](=[CH:5][CH:6]=[CH:7][CH:8]=1)[OH:4].[OH:10][C:11]1[C:12]([C:21]([NH:23][NH2:24])=[O:22])=[CH:13][C:14]2[C:19]([CH:20]=1)=[CH:18][CH:17]=[CH:16][CH:15]=2. (8) Given the product [Cl:21][C:22]1[N:27]=[C:26]([NH:17][C:5]2[CH:6]=[CH:7][C:8]([N:10]3[CH2:15][CH2:14][N:13]([CH3:16])[CH2:12][CH2:11]3)=[CH:9][C:4]=2[C:3]([NH:2][CH3:1])=[O:20])[C:25]([Cl:29])=[CH:24][N:23]=1, predict the reactants needed to synthesize it. The reactants are: [CH3:1][NH:2][C:3](=[O:20])[C:4]1[CH:9]=[C:8]([N:10]2[CH2:15][CH2:14][N:13]([CH3:16])[CH2:12][CH2:11]2)[CH:7]=[CH:6][C:5]=1[N+:17]([O-])=O.[Cl:21][C:22]1[N:27]=[C:26](Cl)[C:25]([Cl:29])=[CH:24][N:23]=1.C(N(C(C)C)CC)(C)C.C(N(CC)CC)C.